This data is from Full USPTO retrosynthesis dataset with 1.9M reactions from patents (1976-2016). The task is: Predict the reactants needed to synthesize the given product. (1) Given the product [Cl:14][C:12]1[N:11]=[C:10]2[C:6]([N:7]=[CH:8][N:9]2[CH:15]2[CH2:19][CH2:18][CH2:17][CH2:16]2)=[C:5]([NH:4][CH2:3][CH2:2][NH:1][S:32]([C:31]([F:37])([F:36])[F:30])(=[O:34])=[O:33])[N:13]=1, predict the reactants needed to synthesize it. The reactants are: [NH2:1][CH2:2][CH2:3][NH:4][C:5]1[N:13]=[C:12]([Cl:14])[N:11]=[C:10]2[C:6]=1[N:7]=[CH:8][N:9]2[CH:15]1[CH2:19][CH2:18][CH2:17][CH2:16]1.C(Cl)Cl.C(N(CC)CC)C.[F:30][C:31]([F:37])([F:36])[S:32](Cl)(=[O:34])=[O:33]. (2) Given the product [F:19][C:20]1[CH:2]=[CH:17][CH:16]=[CH:15][C:14]=1[CH2:3][O:4][C:5]1[CH:6]=[CH:7][C:8]([C:9]([OH:11])=[O:10])=[CH:12][CH:13]=1, predict the reactants needed to synthesize it. The reactants are: F[C:2]1[CH:17]=[CH:16][CH:15]=[C:14](F)[C:3]=1[O:4][C:5]1[CH:13]=[CH:12][C:8]([C:9]([OH:11])=[O:10])=[CH:7][CH:6]=1.[F:19][C:20]1C=CC=CC=1COC1C=CC(C=O)=CC=1. (3) Given the product [F:24][C:23]1[C:22]([F:25])=[C:21]([F:26])[C:20]([F:27])=[C:19]([F:28])[C:18]=1[O:17][S:14]([CH2:13][CH2:12][CH2:30][C@@H:31]1[CH2:35][CH2:34][CH2:33][N:32]1[C:36]([O:38][C:39]([CH3:40])([CH3:42])[CH3:41])=[O:37])(=[O:16])=[O:15], predict the reactants needed to synthesize it. The reactants are: [PH2](O)=O.C(N1CCCCC1)C.[CH2:12]=[CH:13][S:14]([O:17][C:18]1[C:23]([F:24])=[C:22]([F:25])[C:21]([F:26])=[C:20]([F:27])[C:19]=1[F:28])(=[O:16])=[O:15].I[CH2:30][C@@H:31]1[CH2:35][CH2:34][CH2:33][N:32]1[C:36]([O:38][C:39]([CH3:42])([CH3:41])[CH3:40])=[O:37].C(B(CC)CC)C. (4) Given the product [N+:7]([C:10]1[CH:11]=[C:12]([C:13]2[O:15][N:28]=[C:27]([C:29]3[CH:34]=[CH:33][CH:32]=[CH:31][C:30]=3[O:35][C:36]([F:37])([F:38])[F:39])[N:26]=2)[CH:16]=[CH:17][C:18]=1[N:19]1[CH2:24][CH2:23][CH2:22][CH2:21][CH2:20]1)([O-:9])=[O:8], predict the reactants needed to synthesize it. The reactants are: C(Cl)(=O)C(Cl)=O.[N+:7]([C:10]1[CH:11]=[C:12]([CH:16]=[CH:17][C:18]=1[N:19]1[CH2:24][CH2:23][CH2:22][CH2:21][CH2:20]1)[C:13]([OH:15])=O)([O-:9])=[O:8].O[N:26]=[C:27]([C:29]1[CH:34]=[CH:33][CH:32]=[CH:31][C:30]=1[O:35][C:36]([F:39])([F:38])[F:37])[NH2:28].CCN(C(C)C)C(C)C. (5) Given the product [CH:41]([CH:10]1[C:9](=[O:44])[N:8]([CH2:7][C:6]([OH:45])=[O:5])[C:13]2[CH:14]=[C:15]([O:39][CH3:40])[CH:16]=[C:17]([C:18]3[C:19]4[CH:28]=[CH:27][NH:26][C:20]=4[C:21](=[O:25])[N:22]([CH3:24])[CH:23]=3)[C:12]=2[O:11]1)([CH3:43])[CH3:42], predict the reactants needed to synthesize it. The reactants are: C([O:5][C:6](=[O:45])[CH2:7][N:8]1[C:13]2[CH:14]=[C:15]([O:39][CH3:40])[CH:16]=[C:17]([C:18]3[C:19]4[CH:28]=[CH:27][N:26](S(C5C=CC(C)=CC=5)(=O)=O)[C:20]=4[C:21](=[O:25])[N:22]([CH3:24])[CH:23]=3)[C:12]=2[O:11][CH:10]([CH:41]([CH3:43])[CH3:42])[C:9]1=[O:44])(C)(C)C.[OH-].[Na+].C(O)(C(F)(F)F)=O. (6) Given the product [Br-:13].[CH2:20]([O:19][C:17](=[O:18])/[CH:16]=[CH:15]/[CH2:14][N+:3]1[C:4]2[C:9](=[CH:8][CH:7]=[CH:6][CH:5]=2)[C:10]([CH3:12])([CH3:11])[C:2]=1[CH3:1])[CH3:21], predict the reactants needed to synthesize it. The reactants are: [CH3:1][C:2]1[C:10]([CH3:12])([CH3:11])[C:9]2[C:4](=[CH:5][CH:6]=[CH:7][CH:8]=2)[N:3]=1.[Br:13][CH2:14]/[CH:15]=[CH:16]/[C:17]([O:19][CH2:20][CH3:21])=[O:18]. (7) Given the product [Cl:30][C:29]1[C:24]([C:9]2[CH2:14][CH2:13][N:12]([C:15]([O:17][C:18]([CH3:19])([CH3:20])[CH3:21])=[O:16])[CH2:11][CH:10]=2)=[CH:25][C:26](=[O:32])[N:27]([CH3:31])[N:28]=1, predict the reactants needed to synthesize it. The reactants are: CC1(C)C(C)(C)OB([C:9]2[CH2:14][CH2:13][N:12]([C:15]([O:17][C:18]([CH3:21])([CH3:20])[CH3:19])=[O:16])[CH2:11][CH:10]=2)O1.Cl[C:24]1[C:29]([Cl:30])=[N:28][N:27]([CH3:31])[C:26](=[O:32])[CH:25]=1.C(=O)([O-])[O-].[Na+].[Na+]. (8) Given the product [CH3:22][C:21]([S:19]([NH:18][C:3]([C:4]1[CH:5]=[CH:6][C:7]([O:10][CH2:11][CH2:12][CH2:13][C:14]([F:17])([F:16])[F:15])=[CH:8][CH:9]=1)([C:2]([F:1])([F:33])[C:25](=[O:32])[N:26]1[CH2:27][CH2:28][CH2:29][CH2:30][CH2:31]1)[C:38]([F:41])([F:40])[F:39])=[O:20])([CH3:24])[CH3:23], predict the reactants needed to synthesize it. The reactants are: [F:1][C:2]([F:33])([C:25](=[O:32])[N:26]1[CH2:31][CH2:30][CH2:29][CH2:28][CH2:27]1)[C:3](=[N:18][S:19]([C:21]([CH3:24])([CH3:23])[CH3:22])=[O:20])[C:4]1[CH:9]=[CH:8][C:7]([O:10][CH2:11][CH2:12][CH2:13][C:14]([F:17])([F:16])[F:15])=[CH:6][CH:5]=1.[Si]([C:38]([F:41])([F:40])[F:39])(C)(C)C.